Dataset: NCI-60 drug combinations with 297,098 pairs across 59 cell lines. Task: Regression. Given two drug SMILES strings and cell line genomic features, predict the synergy score measuring deviation from expected non-interaction effect. (1) Drug 1: CC(CN1CC(=O)NC(=O)C1)N2CC(=O)NC(=O)C2. Drug 2: C1=NC2=C(N=C(N=C2N1C3C(C(C(O3)CO)O)F)Cl)N. Cell line: SNB-19. Synergy scores: CSS=30.7, Synergy_ZIP=-7.30, Synergy_Bliss=-11.7, Synergy_Loewe=-12.1, Synergy_HSA=-9.66. (2) Drug 2: C1CN1C2=NC(=NC(=N2)N3CC3)N4CC4. Drug 1: CC1=C(C(CCC1)(C)C)C=CC(=CC=CC(=CC(=O)O)C)C. Synergy scores: CSS=15.2, Synergy_ZIP=-7.33, Synergy_Bliss=-1.77, Synergy_Loewe=-7.98, Synergy_HSA=-1.60. Cell line: MDA-MB-231. (3) Drug 1: C1=C(C(=O)NC(=O)N1)N(CCCl)CCCl. Drug 2: C1=CC(=CC=C1C#N)C(C2=CC=C(C=C2)C#N)N3C=NC=N3. Cell line: RPMI-8226. Synergy scores: CSS=28.5, Synergy_ZIP=5.23, Synergy_Bliss=9.08, Synergy_Loewe=0.839, Synergy_HSA=5.62. (4) Drug 1: CN(C)N=NC1=C(NC=N1)C(=O)N. Drug 2: COCCOC1=C(C=C2C(=C1)C(=NC=N2)NC3=CC=CC(=C3)C#C)OCCOC.Cl. Cell line: A549. Synergy scores: CSS=8.14, Synergy_ZIP=-3.99, Synergy_Bliss=3.28, Synergy_Loewe=-0.277, Synergy_HSA=2.80. (5) Drug 1: C1=CC=C(C(=C1)C(C2=CC=C(C=C2)Cl)C(Cl)Cl)Cl. Drug 2: CC1CCC2CC(C(=CC=CC=CC(CC(C(=O)C(C(C(=CC(C(=O)CC(OC(=O)C3CCCCN3C(=O)C(=O)C1(O2)O)C(C)CC4CCC(C(C4)OC)O)C)C)O)OC)C)C)C)OC. Cell line: HCT116. Synergy scores: CSS=-1.23, Synergy_ZIP=6.76, Synergy_Bliss=8.91, Synergy_Loewe=-0.693, Synergy_HSA=1.91.